From a dataset of Full USPTO retrosynthesis dataset with 1.9M reactions from patents (1976-2016). Predict the reactants needed to synthesize the given product. (1) Given the product [N:6]1[CH:7]=[CH:2][CH:3]=[CH:4][C:5]=1[N:8]1[C:16]2[CH:15]=[N:19][CH:18]=[CH:12][C:11]=2[N:10]=[CH:9]1, predict the reactants needed to synthesize it. The reactants are: F[C:2]1[CH:3]=[CH:4][C:5]([N:8]2[C:16]3[CH:15]=CN=[CH:12][C:11]=3[N:10]=[CH:9]2)=[N:6][CH:7]=1.Br[C:18]1C(F)=CC=C[N:19]=1. (2) The reactants are: [F:1][C:2]1[CH:7]=[C:6]([CH2:8][C:9]([OH:11])=O)[CH:5]=[CH:4][C:3]=1[C:12]1[CH:17]=[CH:16][CH:15]=[CH:14][CH:13]=1.[F:18][C:19]1[CH:20]=[C:21]([CH:24]=[CH:25][CH:26]=1)[CH2:22][NH2:23].C1CN([P+](ON2N=NC3C=CC=CC2=3)(N2CCCC2)N2CCCC2)CC1.F[P-](F)(F)(F)(F)F.CCN(C(C)C)C(C)C. Given the product [F:18][C:19]1[CH:20]=[C:21]([CH:24]=[CH:25][CH:26]=1)[CH2:22][NH:23][C:9](=[O:11])[CH2:8][C:6]1[CH:5]=[CH:4][C:3]([C:12]2[CH:17]=[CH:16][CH:15]=[CH:14][CH:13]=2)=[C:2]([F:1])[CH:7]=1, predict the reactants needed to synthesize it. (3) Given the product [CH2:14]([O:1][CH2:2][CH2:3][NH:4][C:5](=[O:11])[O:6][C:7]([CH3:8])([CH3:10])[CH3:9])[C:15]1[CH:20]=[CH:19][CH:18]=[CH:17][CH:16]=1, predict the reactants needed to synthesize it. The reactants are: [OH:1][CH2:2][CH2:3][NH:4][C:5](=[O:11])[O:6][C:7]([CH3:10])([CH3:9])[CH3:8].[OH-].[Na+].[CH2:14](Br)[C:15]1[CH:20]=[CH:19][CH:18]=[CH:17][CH:16]=1.C1C=C2C(C(O)(O)C(=O)C2=CC=1)=O. (4) Given the product [CH2:43]([N:40]1[CH2:41][CH2:42][CH:37]([N:7]2[CH2:8][C:9]3=[CH:13][N:12]=[C:11]([CH2:33][N:34]([CH3:35])[CH3:36])[N:10]3[C:6]2=[O:50])[CH2:38][CH2:39]1)[C:44]1[CH:49]=[CH:48][CH:47]=[CH:46][CH:45]=1, predict the reactants needed to synthesize it. The reactants are: C(O[C:6](=[O:50])[N:7]([CH:37]1[CH2:42][CH2:41][N:40]([CH2:43][C:44]2[CH:49]=[CH:48][CH:47]=[CH:46][CH:45]=2)[CH2:39][CH2:38]1)[CH2:8][C:9]1[N:10]=[C:11]([CH2:33][N:34]([CH3:36])[CH3:35])[N:12](C(C2C=CC=CC=2)(C2C=CC=CC=2)C2C=CC=CC=2)[CH:13]=1)(C)(C)C. (5) The reactants are: ClC1C=CC(N)=CC=1.[I-].[K+].[CH2:11]([O:13][C:14]([C@H:16]1[CH2:20][CH2:19][C@H:18]([C:21]([O:23][CH2:24][CH3:25])=[O:22])[N:17]1[C:26]1[CH:31]=[CH:30][C:29]([Cl:32])=[CH:28][CH:27]=1)=[O:15])[CH3:12]. Given the product [CH2:24]([O:23][C:21]([CH:18]1[CH2:19][CH2:20][CH:16]([C:14]([O:13][CH2:11][CH3:12])=[O:15])[N:17]1[C:26]1[CH:27]=[CH:28][C:29]([Cl:32])=[CH:30][CH:31]=1)=[O:22])[CH3:25], predict the reactants needed to synthesize it.